From a dataset of Full USPTO retrosynthesis dataset with 1.9M reactions from patents (1976-2016). Predict the reactants needed to synthesize the given product. (1) Given the product [F:16][C:13]1[CH:14]=[CH:15][C:10]([CH:7]2[N:6]([S:17]([C:20]3[CH:25]=[CH:24][C:23]([CH3:26])=[CH:22][CH:21]=3)(=[O:18])=[O:19])[CH:5]([CH2:4][CH2:3][CH2:2][N:31]3[CH:32]=[C:28]([CH3:27])[N:29]=[CH:30]3)[CH2:9][CH2:8]2)=[CH:11][CH:12]=1, predict the reactants needed to synthesize it. The reactants are: Cl[CH2:2][CH2:3][CH2:4][CH:5]1[CH2:9][CH2:8][CH:7]([C:10]2[CH:15]=[CH:14][C:13]([F:16])=[CH:12][CH:11]=2)[N:6]1[S:17]([C:20]1[CH:25]=[CH:24][C:23]([CH3:26])=[CH:22][CH:21]=1)(=[O:19])=[O:18].[CH3:27][C:28]1[N:29]=[CH:30][NH:31][CH:32]=1. (2) Given the product [CH2:39]([N:28]([CH2:26][CH3:27])[C:29]([S:31][C:32]1[CH:33]=[N:34][CH:35]=[CH:36][C:37]=1[NH:38][C:10]([C:3]1[N:4]=[C:5]([S:8][CH3:9])[N:6]=[CH:7][C:2]=1[Br:1])=[O:12])=[S:30])[CH3:40], predict the reactants needed to synthesize it. The reactants are: [Br:1][C:2]1[C:3]([C:10]([OH:12])=O)=[N:4][C:5]([S:8][CH3:9])=[N:6][CH:7]=1.C(Cl)(=O)C(Cl)=O.C(N(CC)CC)C.[CH2:26]([N:28]([CH2:39][CH3:40])[C:29]([S:31][C:32]1[CH:33]=[N:34][CH:35]=[CH:36][C:37]=1[NH2:38])=[S:30])[CH3:27]. (3) Given the product [CH2:1]([O:8][C:9]1[C:24]([O:25][CH3:26])=[CH:23][C:12]2[C:13](=[O:14])[N:15]3[CH2:20][CH2:19][CH2:18][CH2:17][C@@H:16]3[CH:21]=[N:27][C:11]=2[CH:10]=1)[C:2]1[CH:3]=[CH:4][CH:5]=[CH:6][CH:7]=1, predict the reactants needed to synthesize it. The reactants are: [CH2:1]([O:8][C:9]1[C:24]([O:25][CH3:26])=[CH:23][C:12]([C:13]([N:15]2[CH2:20][CH2:19][CH2:18][CH2:17][C@@H:16]2[CH:21]=O)=[O:14])=[C:11]([N+:27]([O-])=O)[CH:10]=1)[C:2]1[CH:7]=[CH:6][CH:5]=[CH:4][CH:3]=1.C1COCC1.O.[O-]S(S([O-])=O)=O.[Na+].[Na+].